Predict the reaction yield, written as a fraction of the theoretical maximum amount of product (1.0 means a 100% yield; for example, 0.34 means a 34% yield). From a dataset of Reaction yield outcomes from USPTO patents with 853,638 reactions. (1) The reactants are [C:1]1([S:7]([C:10]2[CH:11]=[CH:12][C:13]([C:28]([F:31])([F:30])[F:29])=[C:14]([S:16]([NH:19][CH2:20][CH2:21][C:22]3[CH:23]=[N:24][CH:25]=[CH:26][CH:27]=3)(=[O:18])=[O:17])[CH:15]=2)(=[O:9])=[O:8])[CH:6]=[CH:5][CH:4]=[CH:3][CH:2]=1.OO.C(=O)(O)[O-:35].[Na+]. The catalyst is C(O)(=O)C. The product is [O-:35][N+:24]1[CH:25]=[CH:26][CH:27]=[C:22]([CH2:21][CH2:20][NH:19][S:16]([C:14]2[CH:15]=[C:10]([S:7]([C:1]3[CH:6]=[CH:5][CH:4]=[CH:3][CH:2]=3)(=[O:9])=[O:8])[CH:11]=[CH:12][C:13]=2[C:28]([F:30])([F:31])[F:29])(=[O:18])=[O:17])[CH:23]=1. The yield is 0.150. (2) The reactants are [N:1]1([CH2:6][CH2:7][CH2:8][O:9][C:10]2[CH:15]=[CH:14][C:13]([C:16]3([CH2:22][NH2:23])[CH2:21][CH2:20][O:19][CH2:18][CH2:17]3)=[CH:12][CH:11]=2)[CH2:5][CH2:4][CH2:3][CH2:2]1.C(N(CC)CC)C.[S:31](Cl)([CH3:34])(=[O:33])=[O:32]. The catalyst is ClCCl. The product is [N:1]1([CH2:6][CH2:7][CH2:8][O:9][C:10]2[CH:15]=[CH:14][C:13]([C:16]3([CH2:22][NH:23][S:31]([CH3:34])(=[O:33])=[O:32])[CH2:17][CH2:18][O:19][CH2:20][CH2:21]3)=[CH:12][CH:11]=2)[CH2:5][CH2:4][CH2:3][CH2:2]1. The yield is 0.560. (3) The reactants are [OH:1][CH2:2][CH:3]1[CH2:8][CH2:7][NH:6][CH2:5][CH2:4]1.C(=O)([O-])[O-].[K+].[K+].C(#N)C.F[C:19]1[CH:24]=[CH:23][C:22]([N+:25]([O-:27])=[O:26])=[CH:21][CH:20]=1. No catalyst specified. The product is [N+:25]([C:22]1[CH:23]=[CH:24][C:19]([N:6]2[CH2:7][CH2:8][CH:3]([CH2:2][OH:1])[CH2:4][CH2:5]2)=[CH:20][CH:21]=1)([O-:27])=[O:26]. The yield is 0.780. (4) The reactants are Br[C:2]1[C:11]2[O:10][CH2:9][C:8]3[CH:12]=[C:13]([OH:16])[CH:14]=[CH:15][C:7]=3[C:6]=2[CH:5]=[C:4]2[CH:17]=[CH:18][C:19]([OH:21])=[CH:20][C:3]=12.C([Sn](CCCC)(CCCC)[C:27]1[O:28][CH:29]=[CH:30][CH:31]=1)CCC. The catalyst is C1(C)C=CC=CC=1.C1C=CC([P]([Pd]([P](C2C=CC=CC=2)(C2C=CC=CC=2)C2C=CC=CC=2)([P](C2C=CC=CC=2)(C2C=CC=CC=2)C2C=CC=CC=2)[P](C2C=CC=CC=2)(C2C=CC=CC=2)C2C=CC=CC=2)(C2C=CC=CC=2)C2C=CC=CC=2)=CC=1. The product is [O:28]1[CH:29]=[CH:30][CH:31]=[C:27]1[C:2]1[C:11]2[O:10][CH2:9][C:8]3[CH:12]=[C:13]([OH:16])[CH:14]=[CH:15][C:7]=3[C:6]=2[CH:5]=[C:4]2[CH:17]=[CH:18][C:19]([OH:21])=[CH:20][C:3]=12. The yield is 0.640. (5) The reactants are C[C:2]1(C)[O:7][C:6]2[CH:8]=[CH:9][CH:10]=[C:11]([C:12]3[CH:13]=[C:14]([CH:20]=[CH:21][CH:22]=3)[C:15]([O:17][CH2:18]C)=[O:16])[C:5]=2[C:4](=[O:23])[O:3]1.C[O-].[Na+]. The catalyst is CO. The product is [OH:7][C:6]1[CH:8]=[CH:9][CH:10]=[C:11]([C:12]2[CH:22]=[CH:21][CH:20]=[C:14]([C:15]([O:17][CH3:18])=[O:16])[CH:13]=2)[C:5]=1[C:4]([O:3][CH3:2])=[O:23]. The yield is 0.950. (6) The reactants are C([O-])([O-])=O.[K+].[K+].[OH:7][C:8]1[CH:13]=[C:12]([OH:14])[CH:11]=[CH:10][C:9]=1[CH2:15][CH2:16][C:17]([OH:19])=[O:18].[CH2:20](Br)[C:21]1[CH:26]=[CH:25][CH:24]=[CH:23][CH:22]=1. The catalyst is CC(C)=O. The product is [CH2:20]([O:7][C:8]1[CH:13]=[C:12]([O:14][CH2:20][C:21]2[CH:26]=[CH:25][CH:24]=[CH:23][CH:22]=2)[CH:11]=[CH:10][C:9]=1[CH2:15][CH2:16][C:17]([O:19][CH2:15][C:9]1[CH:10]=[CH:11][CH:12]=[CH:13][CH:8]=1)=[O:18])[C:21]1[CH:26]=[CH:25][CH:24]=[CH:23][CH:22]=1. The yield is 0.870.